Task: Predict hERG channel inhibition at various concentrations.. Dataset: hERG Central: cardiac toxicity at 1µM, 10µM, and general inhibition (1) The compound is Cc1cc(-c2nnc(SCC(=O)Nc3cccc(Cl)c3)n2N)n[nH]1. Results: hERG_inhib (hERG inhibition (general)): blocker. (2) Results: hERG_inhib (hERG inhibition (general)): blocker. The drug is CCCCN(C)CCCNC(=O)CN1N=C(c2ccc(Cl)cc2)CCC1=O. (3) The compound is Cc1ccc(C)c(SCC(=O)Nc2oc(C)c3c(C)n[nH]c(=O)c23)c1. Results: hERG_inhib (hERG inhibition (general)): blocker. (4) The molecule is CN(Cc1ccccc1)S(=O)(=O)c1ccc(NS(C)(=O)=O)cc1. Results: hERG_inhib (hERG inhibition (general)): blocker.